Task: Regression. Given a peptide amino acid sequence and an MHC pseudo amino acid sequence, predict their binding affinity value. This is MHC class I binding data.. Dataset: Peptide-MHC class I binding affinity with 185,985 pairs from IEDB/IMGT (1) The peptide sequence is VPRDRNGTF. The MHC is HLA-B48:01 with pseudo-sequence HLA-B48:01. The binding affinity (normalized) is 0.0847. (2) The peptide sequence is DAFSREYSMT. The MHC is HLA-A02:01 with pseudo-sequence HLA-A02:01. The binding affinity (normalized) is 0. (3) The peptide sequence is IPQSLDSWETSL. The MHC is H-2-Ld with pseudo-sequence H-2-Ld. The binding affinity (normalized) is 0.570. (4) The peptide sequence is FAPLILIKW. The MHC is Mamu-B17 with pseudo-sequence Mamu-B17. The binding affinity (normalized) is 0.361. (5) The peptide sequence is KVQEWYLSY. The MHC is HLA-A69:01 with pseudo-sequence HLA-A69:01. The binding affinity (normalized) is 0.111. (6) The peptide sequence is VPAWLPLGI. The MHC is HLA-B08:01 with pseudo-sequence HLA-B08:01. The binding affinity (normalized) is 0.0847. (7) The peptide sequence is ETMFIRNCARK. The MHC is Mamu-A01 with pseudo-sequence Mamu-A01. The binding affinity (normalized) is 0.295. (8) The peptide sequence is NPDIVIYQY. The MHC is HLA-A01:01 with pseudo-sequence HLA-A01:01. The binding affinity (normalized) is 0.00617.